Dataset: Reaction yield outcomes from USPTO patents with 853,638 reactions. Task: Predict the reaction yield, written as a fraction of the theoretical maximum amount of product (1.0 means a 100% yield; for example, 0.34 means a 34% yield). (1) The yield is 0.780. The catalyst is Cl.[OH-].[K+]. The reactants are O.O.Cl[Sn]Cl.[CH3:6][C:7]1[N:8]([C:12]2[CH:17]=[CH:16][C:15]([N+:18]([O-])=O)=[C:14]([C:21]#[N:22])[CH:13]=2)[CH:9]=[CH:10][N:11]=1. The product is [CH3:6][C:7]1[N:8]([C:12]2[CH:17]=[CH:16][C:15]([NH2:18])=[C:14]([C:21]#[N:22])[CH:13]=2)[CH:9]=[CH:10][N:11]=1. (2) The reactants are [CH2:1]([O:3][C:4]1[CH:9]=[CH:8][C:7]([OH:10])=[CH:6][CH:5]=1)[CH3:2].C(=O)([O-])[O-].[K+].[K+].[CH2:17]([CH:19]1[O:21][CH2:20]1)Cl. The catalyst is CC(C)=O. The product is [CH2:1]([O:3][C:4]1[CH:9]=[CH:8][C:7]([O:10][CH2:17][CH:19]2[CH2:20][O:21]2)=[CH:6][CH:5]=1)[CH3:2]. The yield is 0.830. (3) The reactants are [C:1]([O:5][C:6](=[O:20])[CH2:7][N:8]1[CH:12]=[CH:11][C:10]([C:13]2[CH:14]=[N:15][C:16]([NH2:19])=[N:17][CH:18]=2)=[N:9]1)([CH3:4])([CH3:3])[CH3:2].Cl[CH:22]([C:32]1([C:35]2[CH:36]=[C:37]3[C:42](=[CH:43][CH:44]=2)[N:41]=[CH:40][CH:39]=[CH:38]3)[CH2:34][CH2:33]1)[CH:23](N1C(=O)CCC1=O)O. The catalyst is C(O)C. The product is [N:41]1[C:42]2[C:37](=[CH:36][C:35]([C:32]3([C:22]4[N:17]5[CH:18]=[C:13]([C:10]6[CH:11]=[CH:12][N:8]([CH2:7][C:6]([O:5][C:1]([CH3:4])([CH3:2])[CH3:3])=[O:20])[N:9]=6)[CH:14]=[N:15][C:16]5=[N:19][CH:23]=4)[CH2:34][CH2:33]3)=[CH:44][CH:43]=2)[CH:38]=[CH:39][CH:40]=1. The yield is 0.370. (4) The product is [Br-:1].[CH2:11]([C:6]1([O:5][C:3](=[O:4])[CH2:2][O:14][C:15]2[C:16]([CH3:35])=[CH:17][C:18]([S+:22]3[C:23]4[CH:34]=[CH:33][CH:32]=[CH:31][C:24]=4[C:25]4[CH:30]=[CH:29][CH:28]=[CH:27][C:26]3=4)=[CH:19][C:20]=2[CH3:21])[CH2:10][CH2:9][CH2:8][CH2:7]1)[CH3:12]. The yield is 0.940. The reactants are [Br:1][CH2:2][C:3]([O:5][C:6]1([CH2:11][CH3:12])[CH2:10][CH2:9][CH2:8][CH2:7]1)=[O:4].[Br-].[OH:14][C:15]1[C:20]([CH3:21])=[CH:19][C:18]([S+:22]2[C:26]3[CH:27]=[CH:28][CH:29]=[CH:30][C:25]=3[C:24]3[CH:31]=[CH:32][CH:33]=[CH:34][C:23]2=3)=[CH:17][C:16]=1[CH3:35].C(=O)([O-])[O-].[Cs+].[Cs+]. The catalyst is CN(C)C=O.O.ClCCl.